From a dataset of Reaction yield outcomes from USPTO patents with 853,638 reactions. Predict the reaction yield, written as a fraction of the theoretical maximum amount of product (1.0 means a 100% yield; for example, 0.34 means a 34% yield). (1) The reactants are CS(O[CH2:6][CH2:7][O:8][C:9]1[C:10]([C:28]2[CH:33]=[CH:32][C:31]([S:34]([CH3:36])=[O:35])=[CH:30][CH:29]=2)=[N:11][C:12]([C:15]2[NH:24][C:23](=[O:25])[C:22]3[C:17](=[CH:18][C:19]([O:26][CH3:27])=[CH:20][CH:21]=3)[N:16]=2)=[CH:13][CH:14]=1)(=O)=O.[CH:37]([NH2:40])([CH3:39])[CH3:38].[I-].[Na+]. The product is [CH:37]([NH:40][CH2:6][CH2:7][O:8][C:9]1[CH:14]=[CH:13][C:12]([C:15]2[NH:24][C:23](=[O:25])[C:22]3[C:17](=[CH:18][C:19]([O:26][CH3:27])=[CH:20][CH:21]=3)[N:16]=2)=[N:11][C:10]=1[C:28]1[CH:33]=[CH:32][C:31]([S:34]([CH3:36])=[O:35])=[CH:30][CH:29]=1)([CH3:39])[CH3:38]. The catalyst is CS(C)=O. The yield is 0.770. (2) The product is [CH3:22][O:21][C@@H:6]1[C@H:5]([OH:4])[C@@H:9]([CH3:10])[O:8][C@H:7]1[N:13]1[CH:20]=[CH:19][C:17](=[O:18])[NH:16][C:14]1=[O:15]. The reactants are C([O:4][C@@H:5]1[C@@H:9]([CH:10](I)O)[O:8][C@@H:7]([N:13]2[CH:20]=[CH:19][C:17](=[O:18])[NH:16][C:14]2=[O:15])[C@@H:6]1[O:21][CH3:22])(=O)C.CCN(C(C)C)C(C)C.C(=O)([O-])[O-].[K+].[K+].[Cl-].[NH4+]. The yield is 0.530. The catalyst is C1COCC1.[Pd]. (3) The reactants are [OH-].[Na+].C([O:5][C:6](=[O:30])[C@@H:7]([O:27][CH2:28][CH3:29])[CH2:8][C:9]1[CH:14]=[CH:13][C:12]([O:15][CH2:16]/[CH:17]=[CH:18]/[C:19]#[C:20][C:21]2[CH:26]=[CH:25][CH:24]=[CH:23][CH:22]=2)=[CH:11][CH:10]=1)C. The catalyst is C(O)C. The product is [CH2:28]([O:27][C@@H:7]([CH2:8][C:9]1[CH:14]=[CH:13][C:12]([O:15][CH2:16]/[CH:17]=[CH:18]/[C:19]#[C:20][C:21]2[CH:22]=[CH:23][CH:24]=[CH:25][CH:26]=2)=[CH:11][CH:10]=1)[C:6]([OH:30])=[O:5])[CH3:29]. The yield is 0.540. (4) The reactants are Br[C:2]1[CH:7]=[CH:6][C:5]([CH3:8])=[CH:4][C:3]=1[CH3:9].[B:10]1([B:10]2[O:14][C:13]([CH3:16])([CH3:15])[C:12]([CH3:18])([CH3:17])[O:11]2)[O:14][C:13]([CH3:16])([CH3:15])[C:12]([CH3:18])([CH3:17])[O:11]1.CC([O-])=O.[K+].O. The catalyst is CN(C=O)C.C1C=CC(P(C2C=CC=CC=2)[C-]2C=CC=C2)=CC=1.C1C=CC(P(C2C=CC=CC=2)[C-]2C=CC=C2)=CC=1.Cl[Pd]Cl.[Fe+2]. The product is [CH3:9][C:3]1[CH:4]=[C:5]([CH3:8])[CH:6]=[CH:7][C:2]=1[B:10]1[O:14][C:13]([CH3:16])([CH3:15])[C:12]([CH3:18])([CH3:17])[O:11]1. The yield is 0.800. (5) The reactants are [Cl:1][C:2]1[N:7]=[C:6]([CH2:8][C:9]([C:11]2[C:12]([F:29])=[C:13]([NH:17][S:18]([C:21]3[C:26]([F:27])=[CH:25][CH:24]=[CH:23][C:22]=3[F:28])(=[O:20])=[O:19])[CH:14]=[CH:15][CH:16]=2)=O)[CH:5]=[CH:4][N:3]=1.CN(C=O)C.C1C(=O)N(Br)C(=O)C1.[CH3:43][CH:44]([CH3:48])[C:45](=[S:47])[NH2:46]. The catalyst is CCOC(C)=O. The product is [Cl:1][C:2]1[N:7]=[C:6]([C:8]2[S:47][C:45]([CH:44]([CH3:48])[CH3:43])=[N:46][C:9]=2[C:11]2[C:12]([F:29])=[C:13]([NH:17][S:18]([C:21]3[C:26]([F:27])=[CH:25][CH:24]=[CH:23][C:22]=3[F:28])(=[O:20])=[O:19])[CH:14]=[CH:15][CH:16]=2)[CH:5]=[CH:4][N:3]=1. The yield is 0.450.